The task is: Regression. Given two drug SMILES strings and cell line genomic features, predict the synergy score measuring deviation from expected non-interaction effect.. This data is from NCI-60 drug combinations with 297,098 pairs across 59 cell lines. (1) Drug 1: C1=CC(=CC=C1C#N)C(C2=CC=C(C=C2)C#N)N3C=NC=N3. Drug 2: CCC(=C(C1=CC=CC=C1)C2=CC=C(C=C2)OCCN(C)C)C3=CC=CC=C3.C(C(=O)O)C(CC(=O)O)(C(=O)O)O. Cell line: UO-31. Synergy scores: CSS=-1.65, Synergy_ZIP=0.152, Synergy_Bliss=1.59, Synergy_Loewe=-4.24, Synergy_HSA=-3.87. (2) Drug 1: CS(=O)(=O)CCNCC1=CC=C(O1)C2=CC3=C(C=C2)N=CN=C3NC4=CC(=C(C=C4)OCC5=CC(=CC=C5)F)Cl. Drug 2: CN1C2=C(C=C(C=C2)N(CCCl)CCCl)N=C1CCCC(=O)O.Cl. Cell line: CCRF-CEM. Synergy scores: CSS=-20.7, Synergy_ZIP=5.53, Synergy_Bliss=-7.16, Synergy_Loewe=-20.4, Synergy_HSA=-20.8. (3) Drug 1: COC1=CC(=CC(=C1O)OC)C2C3C(COC3=O)C(C4=CC5=C(C=C24)OCO5)OC6C(C(C7C(O6)COC(O7)C8=CC=CS8)O)O. Drug 2: CC12CCC3C(C1CCC2OP(=O)(O)O)CCC4=C3C=CC(=C4)OC(=O)N(CCCl)CCCl.[Na+]. Cell line: MDA-MB-231. Synergy scores: CSS=39.5, Synergy_ZIP=6.96, Synergy_Bliss=7.71, Synergy_Loewe=-24.5, Synergy_HSA=8.21. (4) Drug 1: CN1C(=O)N2C=NC(=C2N=N1)C(=O)N. Synergy scores: CSS=48.2, Synergy_ZIP=1.60, Synergy_Bliss=1.06, Synergy_Loewe=-35.5, Synergy_HSA=-1.89. Cell line: NCIH23. Drug 2: CC1C(C(CC(O1)OC2CC(OC(C2O)C)OC3=CC4=CC5=C(C(=O)C(C(C5)C(C(=O)C(C(C)O)O)OC)OC6CC(C(C(O6)C)O)OC7CC(C(C(O7)C)O)OC8CC(C(C(O8)C)O)(C)O)C(=C4C(=C3C)O)O)O)O. (5) Drug 1: C1CC(=O)NC(=O)C1N2CC3=C(C2=O)C=CC=C3N. Drug 2: COC1=CC(=CC(=C1O)OC)C2C3C(COC3=O)C(C4=CC5=C(C=C24)OCO5)OC6C(C(C7C(O6)COC(O7)C8=CC=CS8)O)O. Cell line: EKVX. Synergy scores: CSS=35.0, Synergy_ZIP=-9.33, Synergy_Bliss=-2.57, Synergy_Loewe=-16.3, Synergy_HSA=-0.638. (6) Drug 1: CN(C)C1=NC(=NC(=N1)N(C)C)N(C)C. Drug 2: C1=CC=C(C=C1)NC(=O)CCCCCCC(=O)NO. Cell line: T-47D. Synergy scores: CSS=-5.07, Synergy_ZIP=-1.18, Synergy_Bliss=-6.96, Synergy_Loewe=-15.7, Synergy_HSA=-10.9. (7) Drug 1: C1=CC(=C2C(=C1NCCNCCO)C(=O)C3=C(C=CC(=C3C2=O)O)O)NCCNCCO. Drug 2: C1=CC(=CC=C1C#N)C(C2=CC=C(C=C2)C#N)N3C=NC=N3. Cell line: HL-60(TB). Synergy scores: CSS=51.4, Synergy_ZIP=-1.15, Synergy_Bliss=-3.14, Synergy_Loewe=-33.8, Synergy_HSA=-2.45. (8) Drug 1: C1C(C(OC1N2C=NC3=C(N=C(N=C32)Cl)N)CO)O. Drug 2: C1=CC=C(C(=C1)C(C2=CC=C(C=C2)Cl)C(Cl)Cl)Cl. Cell line: CCRF-CEM. Synergy scores: CSS=64.4, Synergy_ZIP=-0.550, Synergy_Bliss=-2.52, Synergy_Loewe=-28.8, Synergy_HSA=-3.07. (9) Cell line: A498. Drug 1: CC1=CC=C(C=C1)C2=CC(=NN2C3=CC=C(C=C3)S(=O)(=O)N)C(F)(F)F. Synergy scores: CSS=6.51, Synergy_ZIP=-3.66, Synergy_Bliss=-1.93, Synergy_Loewe=-14.2, Synergy_HSA=-1.99. Drug 2: C1=CC=C(C=C1)NC(=O)CCCCCCC(=O)NO.